From a dataset of Peptide-MHC class I binding affinity with 185,985 pairs from IEDB/IMGT. Regression. Given a peptide amino acid sequence and an MHC pseudo amino acid sequence, predict their binding affinity value. This is MHC class I binding data. (1) The peptide sequence is EANIDIDPM. The MHC is H-2-Db with pseudo-sequence H-2-Db. The binding affinity (normalized) is 0.265. (2) The MHC is HLA-B15:17 with pseudo-sequence HLA-B15:17. The peptide sequence is LQPSDTLLF. The binding affinity (normalized) is 0.0847. (3) The peptide sequence is NLPIYSEEI. The MHC is HLA-A02:02 with pseudo-sequence HLA-A02:02. The binding affinity (normalized) is 0.598. (4) The peptide sequence is LQIDTDDSL. The MHC is HLA-B48:01 with pseudo-sequence HLA-B48:01. The binding affinity (normalized) is 0.315. (5) The peptide sequence is FIKYVNGWV. The MHC is HLA-A02:01 with pseudo-sequence HLA-A02:01. The binding affinity (normalized) is 0.293. (6) The peptide sequence is QEVKMVAWW. The MHC is H-2-Kk with pseudo-sequence H-2-Kk. The binding affinity (normalized) is 0.423. (7) The peptide sequence is FIDVHIPKFK. The MHC is HLA-A31:01 with pseudo-sequence HLA-A31:01. The binding affinity (normalized) is 0.270.